Dataset: Ames mutagenicity test results for genotoxicity prediction. Task: Regression/Classification. Given a drug SMILES string, predict its toxicity properties. Task type varies by dataset: regression for continuous values (e.g., LD50, hERG inhibition percentage) or binary classification for toxic/non-toxic outcomes (e.g., AMES mutagenicity, cardiotoxicity, hepatotoxicity). Dataset: ames. The compound is O=C(Nc1ccc([N+](=O)[O-])cc1Cl)c1cc(Cl)ccc1O. The result is 1 (mutagenic).